This data is from Full USPTO retrosynthesis dataset with 1.9M reactions from patents (1976-2016). The task is: Predict the reactants needed to synthesize the given product. (1) Given the product [Br:9][C:10]1[CH:11]=[CH:12][C:13](/[CH:16]=[CH:17]/[CH2:18][O:19][Si:5]([C:1]([CH3:4])([CH3:3])[CH3:2])([CH3:7])[CH3:6])=[CH:14][CH:15]=1, predict the reactants needed to synthesize it. The reactants are: [C:1]([Si:5](Cl)([CH3:7])[CH3:6])([CH3:4])([CH3:3])[CH3:2].[Br:9][C:10]1[CH:15]=[CH:14][C:13](/[CH:16]=[CH:17]/[CH2:18][OH:19])=[CH:12][CH:11]=1.N1C=CN=C1. (2) Given the product [C:1]([O:5][C:6]([NH:8][N:9]([C@H:10]([C:14]([CH3:16])([CH3:15])[CH3:17])[CH2:11][CH2:12][CH3:13])[C:28](=[O:29])[C:27]1[CH:31]=[C:32]([CH3:34])[CH:33]=[C:25]([CH3:24])[CH:26]=1)=[O:7])([CH3:4])([CH3:3])[CH3:2], predict the reactants needed to synthesize it. The reactants are: [C:1]([O:5][C:6]([NH:8][NH:9][C@H:10]([C:14]([CH3:17])([CH3:16])[CH3:15])[CH2:11][CH2:12][CH3:13])=[O:7])([CH3:4])([CH3:3])[CH3:2].C([O-])([O-])=O.[K+].[K+].[CH3:24][C:25]1[CH:26]=[C:27]([CH:31]=[C:32]([CH3:34])[CH:33]=1)[C:28](Cl)=[O:29]. (3) Given the product [Br:27][CH:28]([Br:29])[C:36]([CH:33]1[CH2:34][CH2:35][O:30][CH2:31][CH2:32]1)=[O:37], predict the reactants needed to synthesize it. The reactants are: C([N-]C(C)C)(C)C.[Li+].C(NC(C)C)(C)C.C([Li])CCC.CCCCCC.[Br:27][CH2:28][Br:29].[O:30]1[CH2:35][CH2:34][CH:33]([C:36](OC)=[O:37])[CH2:32][CH2:31]1.Cl. (4) Given the product [C:1]([O:5][C:6](=[O:17])[NH:7][C:8]1[CH:13]=[C:12]([Cl:14])[C:11]([Cl:15])=[CH:10][C:9]=1[C:19]#[C:18][C:20]1[CH:27]=[CH:26][C:23]([C:24]#[N:25])=[CH:22][CH:21]=1)([CH3:4])([CH3:3])[CH3:2], predict the reactants needed to synthesize it. The reactants are: [C:1]([O:5][C:6](=[O:17])[NH:7][C:8]1[CH:13]=[C:12]([Cl:14])[C:11]([Cl:15])=[CH:10][C:9]=1I)([CH3:4])([CH3:3])[CH3:2].[C:18]([C:20]1[CH:27]=[CH:26][C:23]([C:24]#[N:25])=[CH:22][CH:21]=1)#[CH:19]. (5) The reactants are: Cl.Cl.[O:3]1[C:7]2[CH:8]=[CH:9][CH:10]=[C:11]([CH:12]3[CH2:17][CH2:16][N:15]([CH2:18][CH2:19][C@H:20]4[CH2:25][CH2:24][C@H:23]([NH2:26])[CH2:22][CH2:21]4)[CH2:14][CH2:13]3)[C:6]=2[CH2:5][CH2:4]1.[CH3:27][S:28]([C:31]1[CH:39]=[CH:38][C:34]([C:35](O)=[O:36])=[CH:33][CH:32]=1)(=[O:30])=[O:29]. Given the product [O:3]1[C:7]2[CH:8]=[CH:9][CH:10]=[C:11]([CH:12]3[CH2:17][CH2:16][N:15]([CH2:18][CH2:19][C@H:20]4[CH2:21][CH2:22][C@H:23]([NH:26][C:35](=[O:36])[C:34]5[CH:33]=[CH:32][C:31]([S:28]([CH3:27])(=[O:30])=[O:29])=[CH:39][CH:38]=5)[CH2:24][CH2:25]4)[CH2:14][CH2:13]3)[C:6]=2[CH2:5][CH2:4]1, predict the reactants needed to synthesize it. (6) The reactants are: [O:1]=[C:2]1[CH2:11][CH2:10][C:9]2[C:4](=[CH:5][C:6]([O:12][CH2:13][CH2:14][CH2:15][CH2:16][N:17]3[CH2:22][CH2:21][N:20]([C:23]4[C:31]5[CH:30]=[C:29]([C:32]([O:34]CC)=[O:33])[S:28][C:27]=5[CH:26]=[CH:25][CH:24]=4)[CH2:19][CH2:18]3)=[CH:7][CH:8]=2)[NH:3]1.Cl. Given the product [O:1]=[C:2]1[CH2:11][CH2:10][C:9]2[C:4](=[CH:5][C:6]([O:12][CH2:13][CH2:14][CH2:15][CH2:16][N:17]3[CH2:22][CH2:21][N:20]([C:23]4[C:31]5[CH:30]=[C:29]([C:32]([OH:34])=[O:33])[S:28][C:27]=5[CH:26]=[CH:25][CH:24]=4)[CH2:19][CH2:18]3)=[CH:7][CH:8]=2)[NH:3]1, predict the reactants needed to synthesize it.